From a dataset of Full USPTO retrosynthesis dataset with 1.9M reactions from patents (1976-2016). Predict the reactants needed to synthesize the given product. (1) Given the product [CH3:19][Si:20]([CH3:22])([CH3:21])[CH2:24][CH2:25][O:26][CH2:27][O:3][C:4]1[CH:9]=[CH:8][CH:7]=[CH:6][C:5]=1[C:10]1[CH:15]=[CH:14][C:13]([B:16]([OH:18])[OH:17])=[CH:12][CH:11]=1, predict the reactants needed to synthesize it. The reactants are: [H-].[Na+].[OH:3][C:4]1[CH:9]=[CH:8][CH:7]=[CH:6][C:5]=1[C:10]1[CH:15]=[CH:14][C:13]([B:16]([OH:18])[OH:17])=[CH:12][CH:11]=1.[CH3:19][SiH:20]([CH3:22])[CH3:21].C1[CH2:27][O:26][CH2:25][CH2:24]1. (2) Given the product [Cl:8][C:9]1[CH:14]=[CH:13][C:12]([CH:15]([C:21]2[CH:26]=[CH:25][C:24]([Cl:27])=[CH:23][CH:22]=2)[N:16]2[CH2:17][CH:18]([NH:20][S:34]([C:30]3[CH:29]=[N:28][CH:33]=[CH:32][CH:31]=3)(=[O:36])=[O:35])[CH2:19]2)=[CH:11][CH:10]=1, predict the reactants needed to synthesize it. The reactants are: C(N(CC)CC)C.[Cl:8][C:9]1[CH:14]=[CH:13][C:12]([CH:15]([C:21]2[CH:26]=[CH:25][C:24]([Cl:27])=[CH:23][CH:22]=2)[N:16]2[CH2:19][CH:18]([NH2:20])[CH2:17]2)=[CH:11][CH:10]=1.[N:28]1[CH:33]=[CH:32][CH:31]=[C:30]([S:34](Cl)(=[O:36])=[O:35])[CH:29]=1. (3) The reactants are: [NH2:1][C:2]1[CH:10]=[CH:9][C:5]([C:6]([OH:8])=[O:7])=[C:4]([CH3:11])[C:3]=1[N+:12]([O-:14])=[O:13].S(=O)(=O)(O)O.[CH3:20]O. Given the product [NH2:1][C:2]1[CH:10]=[CH:9][C:5]([C:6]([O:8][CH3:20])=[O:7])=[C:4]([CH3:11])[C:3]=1[N+:12]([O-:14])=[O:13], predict the reactants needed to synthesize it.